This data is from Forward reaction prediction with 1.9M reactions from USPTO patents (1976-2016). The task is: Predict the product of the given reaction. (1) Given the reactants Cl[CH2:2]/[CH:3]=[CH:4]/[C:5]([N:7]1[C:12]2=[CH:13][C:14]3[C:15]([NH:23][C:24]4[CH:29]=[CH:28][C:27]([F:30])=[C:26]([Cl:31])[CH:25]=4)=[C:16]([C:21]#[N:22])[CH:17]=[N:18][C:19]=3[CH:20]=[C:11]2[O:10][CH2:9][CH2:8]1)=[O:6].BrC/C=C/[C:36]([N:38]1C2=CC3C(NC4C=CC(F)=C(Cl)C=4)=C(C#N)C=NC=3C=C2OC[CH2:39]1)=O.C(N(CC)C(C)C)(C)C.CNC.C(=O)(O)[O-].[Na+], predict the reaction product. The product is: [Cl:31][C:26]1[CH:25]=[C:24]([CH:29]=[CH:28][C:27]=1[F:30])[NH:23][C:15]1[C:14]2[CH:13]=[C:12]3[N:7]([C:5](=[O:6])/[CH:4]=[CH:3]/[CH2:2][N:38]([CH3:39])[CH3:36])[CH2:8][CH2:9][O:10][C:11]3=[CH:20][C:19]=2[N:18]=[CH:17][C:16]=1[C:21]#[N:22]. (2) Given the reactants Br[C:2]1[N:6]2[C:7]3[C:12]([N:13]=[C:14]([CH3:15])[C:5]2=[C:4]([C:18]([F:21])([F:20])[F:19])[N:3]=1)=[CH:11][CH:10]=[C:9]([O:16][CH3:17])[N:8]=3.[C:22]([C:25]1[CH:26]=[CH:27][C:28]([F:34])=[C:29](B(O)O)[CH:30]=1)(=[O:24])[NH2:23], predict the reaction product. The product is: [F:34][C:28]1[CH:29]=[CH:30][C:25]([C:22]([NH2:23])=[O:24])=[CH:26][C:27]=1[C:2]1[N:6]2[C:7]3[N:8]=[C:9]([O:16][CH3:17])[CH:10]=[CH:11][C:12]=3[N:13]=[C:14]([CH3:15])[C:5]2=[C:4]([C:18]([F:21])([F:20])[F:19])[N:3]=1. (3) Given the reactants [Br:1][C:2]1[CH:3]=[C:4]([NH2:9])[CH:5]=[N:6][C:7]=1[Cl:8].BrC1C=CC(N[C:19](=[O:21])[CH3:20])=NC=1Cl, predict the reaction product. The product is: [Br:1][C:2]1[CH:3]=[C:4]([NH:9][C:19](=[O:21])[CH3:20])[CH:5]=[N:6][C:7]=1[Cl:8].